Dataset: Catalyst prediction with 721,799 reactions and 888 catalyst types from USPTO. Task: Predict which catalyst facilitates the given reaction. (1) Reactant: CC(OI1(OC(C)=O)(OC(C)=O)OC(=O)C2C=CC=CC1=2)=O.ClCCl.[Si:26]([O:33][CH:34]1[CH2:45][C:44](=[O:46])[O:43][C@H:42](/[C:47](/[CH3:51])=[CH:48]/[CH2:49][OH:50])[C@@H:41]([CH3:52])[CH:40]=[CH:39][C@@H:38]2[O:53][C@H:54]([C:56]3[CH:61]=[CH:60][CH:59]=[CH:58][CH:57]=3)[O:55][C@:37]2([CH3:62])[CH2:36][CH2:35]1)([C:29]([CH3:32])([CH3:31])[CH3:30])([CH3:28])[CH3:27]. Product: [Si:26]([O:33][CH:34]1[CH2:45][C:44](=[O:46])[O:43][C@H:42](/[C:47](/[CH3:51])=[CH:48]/[CH:49]=[O:50])[C@@H:41]([CH3:52])[CH:40]=[CH:39][C@@H:38]2[O:53][C@H:54]([C:56]3[CH:57]=[CH:58][CH:59]=[CH:60][CH:61]=3)[O:55][C@:37]2([CH3:62])[CH2:36][CH2:35]1)([C:29]([CH3:30])([CH3:31])[CH3:32])([CH3:28])[CH3:27]. The catalyst class is: 28. (2) Product: [C:21]([O:20][C:18]([NH:17][C@H:15]1[CH2:16][N:11]([C:9]([O:8][CH2:1][C:2]2[CH:3]=[CH:4][CH:5]=[CH:6][CH:7]=2)=[O:10])[CH2:12][C@@H:13]([C:25]([O:27][CH3:30])=[O:26])[CH2:14]1)=[O:19])([CH3:23])([CH3:24])[CH3:22]. The catalyst class is: 4. Reactant: [CH2:1]([O:8][C:9]([N:11]1[CH2:16][C@H:15]([NH:17][C:18]([O:20][C:21]([CH3:24])([CH3:23])[CH3:22])=[O:19])[CH2:14][C@H:13]([C:25]([OH:27])=[O:26])[CH2:12]1)=[O:10])[C:2]1[CH:7]=[CH:6][CH:5]=[CH:4][CH:3]=1.CO.[CH2:30](Cl)CCl.CC1C=CN=C(N)C=1C.